This data is from Reaction yield outcomes from USPTO patents with 853,638 reactions. The task is: Predict the reaction yield, written as a fraction of the theoretical maximum amount of product (1.0 means a 100% yield; for example, 0.34 means a 34% yield). (1) The reactants are [C:1]([C:4]1[CH:13]=[C:12]([C:14]2[S:15][CH:16]=[CH:17][CH:18]=2)[C:11]([O:19][CH3:20])=[CH:10][C:5]=1[O:6][CH2:7][C:8]#[N:9])(=[O:3])C.C(O)(C)C.[N-:25]=[N+:26]=[N-:27].[Na+].Cl. The catalyst is O.C(OCC)(=O)C.[Br-].[Zn+2].[Br-].O1CCCC1. The product is [CH3:20][O:19][C:11]1[C:12]([C:14]2[S:15][CH:16]=[CH:17][CH:18]=2)=[CH:13][C:4]([CH:1]=[O:3])=[C:5]([O:6][CH2:7][C:8]2[NH:9][N:27]=[N:26][N:25]=2)[CH:10]=1. The yield is 0.650. (2) The catalyst is C1C=CC([P]([Pd]([P](C2C=CC=CC=2)(C2C=CC=CC=2)C2C=CC=CC=2)([P](C2C=CC=CC=2)(C2C=CC=CC=2)C2C=CC=CC=2)[P](C2C=CC=CC=2)(C2C=CC=CC=2)C2C=CC=CC=2)(C2C=CC=CC=2)C2C=CC=CC=2)=CC=1.CN(C=O)C. The product is [Cl:1][C:2]1[N:6]2[CH:7]=[C:8]([C:15]3[CH:19]=[CH:18][O:17][CH:16]=3)[CH:9]=[C:10]([C:11]([F:12])([F:13])[F:14])[C:5]2=[N:4][C:3]=1[C:20]([N:22]1[CH2:27][CH:26]=[C:25]([C:7]2[C:36](=[O:39])[CH2:10][CH2:9][CH:8]=2)[CH2:24][CH2:23]1)=[O:21]. The reactants are [Cl:1][C:2]1[N:6]2[CH:7]=[C:8]([C:15]3[CH:19]=[CH:18][O:17][CH:16]=3)[CH:9]=[C:10]([C:11]([F:14])([F:13])[F:12])[C:5]2=[N:4][C:3]=1[C:20]([N:22]1[CH2:27][CH:26]=[C:25](OS(C(F)(F)F)(=O)=O)[CH2:24][CH2:23]1)=[O:21].[C:36]([O-:39])(O)=O.[Na+]. The yield is 0.720. (3) The reactants are C([Si](C)(C)[O:6][C:7]1[C:12]([CH3:13])=[CH:11][C:10]([C:14]2([C:24]3[CH:29]=[C:28]([CH3:30])[C:27]([O:31][Si](C(C)(C)C)(C)C)=[C:26]([CH3:39])[CH:25]=3)[C:22]3[C:17](=[CH:18][CH:19]=[CH:20][CH:21]=3)[NH:16][C:15]2=[O:23])=[CH:9][C:8]=1[CH3:40])(C)(C)C.[CH3:43][O:44][C:45]1[CH:46]=[C:47](B(O)O)[CH:48]=[CH:49][CH:50]=1.C(N(CC)CC)C.[F-].C([N+](CCCC)(CCCC)CCCC)CCC.Cl. The catalyst is C1COCC1.C([O-])(=O)C.[Cu+2].C([O-])(=O)C.C(OCC)(=O)C.O.ClCCl. The product is [OH:6][C:7]1[C:12]([CH3:13])=[CH:11][C:10]([C:14]2([C:24]3[CH:25]=[C:26]([CH3:39])[C:27]([OH:31])=[C:28]([CH3:30])[CH:29]=3)[C:22]3[C:17](=[CH:18][CH:19]=[CH:20][CH:21]=3)[N:16]([C:49]3[CH:48]=[CH:47][CH:46]=[C:45]([O:44][CH3:43])[CH:50]=3)[C:15]2=[O:23])=[CH:9][C:8]=1[CH3:40]. The yield is 0.290. (4) The product is [Cl:48][C:49]1[N:50]=[C:51]([C:56]([NH:30][CH:31]2[CH2:34][N:33]([C:35]3[S:36][C:37]([C:43]([O:45][CH2:46][CH3:47])=[O:44])=[C:38]([CH:40]([CH3:42])[CH3:41])[N:39]=3)[CH2:32]2)=[O:57])[NH:52][C:53]=1[CH2:54][CH3:55]. The yield is 0.410. The reactants are CCN=C=NCCCN(C)C.Cl.ON1C2C=CC=CC=2N=N1.CN1CCOCC1.[NH2:30][CH:31]1[CH2:34][N:33]([C:35]2[S:36][C:37]([C:43]([O:45][CH2:46][CH3:47])=[O:44])=[C:38]([CH:40]([CH3:42])[CH3:41])[N:39]=2)[CH2:32]1.[Cl:48][C:49]1[N:50]=[C:51]([C:56](O)=[O:57])[NH:52][C:53]=1[CH2:54][CH3:55]. The catalyst is CC(N(C)C)=O.ClCCl.C(OCC)(=O)C. (5) The product is [C:1]([C:3]1[CH:8]=[CH:7][CH:6]=[C:5]([S:22]([CH3:13])(=[O:25])=[O:23])[N:4]=1)#[N:2]. The reactants are [C:1]([C:3]1[CH:8]=[CH:7][CH:6]=[C:5](SC)[N:4]=1)#[N:2].ClN1C(=O)CC[C:13]1=O.Cl[O-].[Na+].[S:22]([O-:25])([O-])=[O:23].[Na+].[Na+]. The yield is 0.940. The catalyst is C(OCC)(=O)C. (6) The reactants are [Br:1][C:2]1[C:10]2[C:5](=[N:6][CH:7]=[C:8]([NH:11][C:12](=[O:21])[O:13][CH2:14][C:15]3[CH:20]=[CH:19][CH:18]=[CH:17][CH:16]=3)[CH:9]=2)[NH:4][CH:3]=1.[H-].[Na+].[S:24](Cl)([C:27]1[CH:33]=[CH:32][C:30]([CH3:31])=[CH:29][CH:28]=1)(=[O:26])=[O:25]. The catalyst is C1COCC1. The product is [Br:1][C:2]1[C:10]2[C:5](=[N:6][CH:7]=[C:8]([NH:11][C:12](=[O:21])[O:13][CH2:14][C:15]3[CH:16]=[CH:17][CH:18]=[CH:19][CH:20]=3)[CH:9]=2)[N:4]([S:24]([C:27]2[CH:33]=[CH:32][C:30]([CH3:31])=[CH:29][CH:28]=2)(=[O:26])=[O:25])[CH:3]=1. The yield is 0.750.